From a dataset of hERG potassium channel inhibition data for cardiac toxicity prediction from Karim et al.. Regression/Classification. Given a drug SMILES string, predict its toxicity properties. Task type varies by dataset: regression for continuous values (e.g., LD50, hERG inhibition percentage) or binary classification for toxic/non-toxic outcomes (e.g., AMES mutagenicity, cardiotoxicity, hepatotoxicity). Dataset: herg_karim. The compound is CC(C)=CCn1c(N2CCC[C@H](N)C2)c(C#N)c2c1c(=O)n(Cc1ncccc1C#N)c(=O)n2C. The result is 0 (non-blocker).